Dataset: Forward reaction prediction with 1.9M reactions from USPTO patents (1976-2016). Task: Predict the product of the given reaction. (1) Given the reactants C(OC([NH:8][C@H:9]([CH3:29])[CH2:10][NH:11][C:12]1[C:16]2=[C:17]3[C:22](=[CH:23][CH:24]=[C:15]2[S:14][C:13]=1[C:25]([O:27][CH3:28])=[O:26])[N:21]=[CH:20][CH:19]=[CH:18]3)=O)(C)(C)C.[F:30][C:31]([F:36])([F:35])[C:32]([OH:34])=[O:33], predict the reaction product. The product is: [F:30][C:31]([F:36])([F:35])[C:32]([OH:34])=[O:33].[NH2:8][C@H:9]([CH3:29])[CH2:10][NH:11][C:12]1[C:16]2=[C:17]3[C:22](=[CH:23][CH:24]=[C:15]2[S:14][C:13]=1[C:25]([O:27][CH3:28])=[O:26])[N:21]=[CH:20][CH:19]=[CH:18]3. (2) Given the reactants [Cl:1][C:2]1[CH:3]=[C:4]([CH:20]=[CH:21][CH:22]=1)[CH2:5][N:6]1[C:14]2[C:9](=[CH:10][CH:11]=[CH:12][CH:13]=2)[CH:8]=[C:7]1[C:15]([O:17]CC)=[O:16].[OH-].[Na+], predict the reaction product. The product is: [Cl:1][C:2]1[CH:3]=[C:4]([CH:20]=[CH:21][CH:22]=1)[CH2:5][N:6]1[C:14]2[C:9](=[CH:10][CH:11]=[CH:12][CH:13]=2)[CH:8]=[C:7]1[C:15]([OH:17])=[O:16]. (3) Given the reactants CO.[OH-].[K+].[Br:5][C:6]([Br:26])=[C:7]([C:17]1[CH:22]=[CH:21][C:20]([O:23]C#N)=[CH:19][CH:18]=1)[C:8]1[CH:13]=[CH:12][C:11]([O:14]C#N)=[CH:10][CH:9]=1.Cl, predict the reaction product. The product is: [Br:5][C:6]([Br:26])=[C:7]([C:17]1[CH:22]=[CH:21][C:20]([OH:23])=[CH:19][CH:18]=1)[C:8]1[CH:9]=[CH:10][C:11]([OH:14])=[CH:12][CH:13]=1. (4) Given the reactants [N:1]1([C:8]([C:10]2[CH:15]=[CH:14][C:13]([I:16])=[CH:12][CH:11]=2)=[O:9])[CH2:7][CH2:6][CH2:5][NH:4][CH2:3][CH2:2]1.[C:17]1(=O)[CH2:20][CH2:19][CH2:18]1.[BH3-]C#N.[Na+], predict the reaction product. The product is: [CH:17]1([N:4]2[CH2:5][CH2:6][CH2:7][N:1]([C:8]([C:10]3[CH:15]=[CH:14][C:13]([I:16])=[CH:12][CH:11]=3)=[O:9])[CH2:2][CH2:3]2)[CH2:20][CH2:19][CH2:18]1. (5) Given the reactants O[C@@H:2]1[C@@H:7]([CH:8]=[CH2:9])[O:6][C:5]([CH3:11])([CH3:10])[CH2:4][C:3]1=[O:12].ClCCCl.O(C(C(C)(C)C)=O)C(C(C)(C)C)=O.CC([O-])=O.[Na+], predict the reaction product. The product is: [OH:6][C:5]([CH3:11])([CH2:4][C:3](=[O:12])/[CH:2]=[CH:7]/[CH:8]=[CH2:9])[CH3:10].